This data is from Catalyst prediction with 721,799 reactions and 888 catalyst types from USPTO. The task is: Predict which catalyst facilitates the given reaction. (1) Reactant: Br[C:2]1[CH:3]=[CH:4][C:5]([Cl:18])=[C:6]([NH:8][S:9]([C:12]2[CH:17]=[CH:16][CH:15]=[CH:14][CH:13]=2)(=[O:11])=[O:10])[CH:7]=1.[C:19]([N:26]1[C:34]2[C:29](=[CH:30][CH:31]=[CH:32][CH:33]=2)[CH:28]=[C:27]1B(O)O)([O:21][C:22]([CH3:25])([CH3:24])[CH3:23])=[O:20].[F-].[Cs+]. Product: [C:22]([O:21][C:19]([N:26]1[C:34]2[C:29](=[CH:30][CH:31]=[CH:32][CH:33]=2)[CH:28]=[C:27]1[C:2]1[CH:3]=[CH:4][C:5]([Cl:18])=[C:6]([NH:8][S:9]([C:12]2[CH:17]=[CH:16][CH:15]=[CH:14][CH:13]=2)(=[O:11])=[O:10])[CH:7]=1)=[O:20])([CH3:25])([CH3:23])[CH3:24]. The catalyst class is: 12. (2) Reactant: Cl[CH2:2][C:3]1[CH:8]=[C:7]([C:9]([F:12])([F:11])[F:10])[CH:6]=[C:5]([N+:13]([O-:15])=[O:14])[CH:4]=1.[Na+].[CH3:17][S:18]([O-:20])=[O:19]. Product: [CH3:17][S:18]([CH2:2][C:3]1[CH:8]=[C:7]([C:9]([F:12])([F:11])[F:10])[CH:6]=[C:5]([N+:13]([O-:15])=[O:14])[CH:4]=1)(=[O:20])=[O:19]. The catalyst class is: 5. (3) Reactant: C[O:2][C:3]([C:5]1[N:6]=[C:7]([C:23]2[CH:28]=[CH:27][CH:26]=[CH:25][CH:24]=2)[C:8]2[C:13]([C:14]=1[OH:15])=[CH:12][CH:11]=[C:10]([O:16][C:17]1[CH:22]=[CH:21][CH:20]=[CH:19][CH:18]=1)[CH:9]=2)=O.OC(C(F)(F)F)=O.[NH2:36][CH2:37][C:38]([CH3:43])([CH3:42])[C:39]([OH:41])=[O:40].C[O-].[Na+]. Product: [OH:15][C:14]1[C:13]2[C:8](=[CH:9][C:10]([O:16][C:17]3[CH:18]=[CH:19][CH:20]=[CH:21][CH:22]=3)=[CH:11][CH:12]=2)[C:7]([C:23]2[CH:24]=[CH:25][CH:26]=[CH:27][CH:28]=2)=[N:6][C:5]=1[C:3]([NH:36][CH2:37][C:38]([CH3:43])([CH3:42])[C:39]([OH:41])=[O:40])=[O:2]. The catalyst class is: 14. (4) Reactant: [C:1]1([NH:7][NH2:8])[CH:6]=[CH:5][CH:4]=[CH:3][CH:2]=1.[C:9]([C:15](OC)=[O:16])#[C:10][C:11]([O:13][CH3:14])=[O:12]. Product: [CH3:14][O:13][C:11]([C:10]1[CH2:9][C:15](=[O:16])[N:7]([C:1]2[CH:6]=[CH:5][CH:4]=[CH:3][CH:2]=2)[N:8]=1)=[O:12]. The catalyst class is: 5. (5) Reactant: [Cl:1][C:2]1[C:7]([C:8]#[N:9])=[CH:6][N:5]=[C:4]2[S:10][C:11]([I:13])=[CH:12][C:3]=12.[NH2:14][C:15]1[CH:16]=[C:17]2[C:21](=[CH:22][CH:23]=1)[NH:20][CH:19]=[CH:18]2. The catalyst class is: 8. Product: [ClH:1].[NH:20]1[C:21]2[C:17](=[CH:16][C:15]([NH:14][C:2]3[C:7]([C:8]#[N:9])=[CH:6][N:5]=[C:4]4[S:10][C:11]([I:13])=[CH:12][C:3]=34)=[CH:23][CH:22]=2)[CH:18]=[CH:19]1. (6) Reactant: [C:1]([OH:13])(=[O:12])[CH2:2][CH2:3][CH2:4][CH2:5][CH2:6][CH2:7][CH2:8][C:9]([OH:11])=[O:10].[CH2:14](O)[C:15]1[CH:20]=[CH:19][CH:18]=[CH:17][CH:16]=1. Product: [C:1]([O:13][CH2:14][C:15]1[CH:20]=[CH:19][CH:18]=[CH:17][CH:16]=1)(=[O:12])[CH2:2][CH2:3][CH2:4][CH2:5][CH2:6][CH2:7][CH2:8][C:9]([OH:11])=[O:10]. The catalyst class is: 626. (7) Reactant: [Br:1][C:2]1[CH:11]=[CH:10][CH:9]=[C:8]2[C:3]=1[CH2:4][CH2:5][N:6]([C:15]([O:17][C:18]([CH3:21])([CH3:20])[CH3:19])=[O:16])[CH:7]2[C:12]([OH:14])=[O:13].S(Cl)(Cl)=O.[C:26](OC([O-])=O)([O-])=O.[Na+].[Na+].O(C(OC(C)(C)C)=O)C(OC(C)(C)C)=O. Product: [Br:1][C:2]1[CH:11]=[CH:10][CH:9]=[C:8]2[C:3]=1[CH2:4][CH2:5][N:6]([C:15]([O:17][C:18]([CH3:21])([CH3:20])[CH3:19])=[O:16])[CH:7]2[C:12]([O:14][CH3:26])=[O:13]. The catalyst class is: 71. (8) Reactant: [C:1]([O:5][C:6]([N:8]1[CH2:13][CH2:12][CH:11]([C:14]2[N:15]=[C:16]([SH:23])[NH:17][C:18](=[O:22])[C:19]=2[C:20]#[N:21])[CH2:10][CH2:9]1)=[O:7])([CH3:4])([CH3:3])[CH3:2].C([O-])([O-])=O.[K+].[K+].Cl[CH2:31][C:32]1[CH:37]=[C:36]([CH3:38])[CH:35]=[CH:34][C:33]=1[CH3:39]. Product: [C:1]([O:5][C:6]([N:8]1[CH2:13][CH2:12][CH:11]([C:14]2[N:15]=[C:16]([S:23][CH2:31][C:32]3[CH:37]=[C:36]([CH3:38])[CH:35]=[CH:34][C:33]=3[CH3:39])[NH:17][C:18](=[O:22])[C:19]=2[C:20]#[N:21])[CH2:10][CH2:9]1)=[O:7])([CH3:4])([CH3:2])[CH3:3]. The catalyst class is: 692. (9) Reactant: [CH3:1][C:2]1[N:3]([C@H:8]2[CH2:15][C@@:14]3([C:16]([O:18]C)=[O:17])[C@H:10]([CH2:11][CH2:12][CH2:13]3)[CH2:9]2)[C:4]([CH3:7])=[CH:5][CH:6]=1.[OH-].[Na+].Cl. Product: [CH3:1][C:2]1[N:3]([C@H:8]2[CH2:15][C@@:14]3([C:16]([OH:18])=[O:17])[C@H:10]([CH2:11][CH2:12][CH2:13]3)[CH2:9]2)[C:4]([CH3:7])=[CH:5][CH:6]=1. The catalyst class is: 24.